From a dataset of Reaction yield outcomes from USPTO patents with 853,638 reactions. Predict the reaction yield, written as a fraction of the theoretical maximum amount of product (1.0 means a 100% yield; for example, 0.34 means a 34% yield). (1) The reactants are [F:1][C:2]1[C:7]([OH:8])=[CH:6][CH:5]=[C:4]([F:9])[C:3]=1[C:10]([NH2:12])=[O:11].Cl[CH2:14][C:15]1[CH:16]=[CH:17][C:18]2[S:22][CH:21]=[CH:20][C:19]=2[CH:23]=1.S1C2C=CC(CO)=CC=2C=C1.S(Cl)(Cl)=O. No catalyst specified. The product is [S:22]1[C:18]2[CH:17]=[CH:16][C:15]([CH2:14][O:8][C:7]3[C:2]([F:1])=[C:3]([C:10]([NH2:12])=[O:11])[C:4]([F:9])=[CH:5][CH:6]=3)=[CH:23][C:19]=2[CH:20]=[CH:21]1. The yield is 0.100. (2) The reactants are [Cl:1][C:2]1[CH:11]=[CH:10][C:9]([N:12]2[CH:16]=[CH:15][C:14]([CH3:17])=[N:13]2)=[CH:8][C:3]=1[C:4](OC)=[O:5].[NH3:18]. The catalyst is CO. The product is [Cl:1][C:2]1[CH:11]=[CH:10][C:9]([N:12]2[CH:16]=[CH:15][C:14]([CH3:17])=[N:13]2)=[CH:8][C:3]=1[C:4]([NH2:18])=[O:5]. The yield is 1.00. (3) The reactants are [OH:1][C:2]1[C:3]([C:12]([OH:14])=[O:13])=[CH:4][C:5]2[C:10]([CH:11]=1)=[CH:9][CH:8]=[CH:7][CH:6]=2.S(Cl)(Cl)=O.[CH2:19](O)[CH2:20][CH3:21]. No catalyst specified. The product is [OH:1][C:2]1[C:3]([C:12]([O:14][CH2:19][CH2:20][CH3:21])=[O:13])=[CH:4][C:5]2[C:10]([CH:11]=1)=[CH:9][CH:8]=[CH:7][CH:6]=2. The yield is 0.880. (4) The reactants are [CH:1]([C:3]1[CH:8]=[CH:7][C:6]([NH:9][C:10](=[O:12])[CH3:11])=[C:5]([N+:13]([O-:15])=[O:14])[CH:4]=1)=O.[C:16]([CH2:21][CH:22]=P(C1C=CC=CC=1)(C1C=CC=CC=1)C1C=CC=CC=1)([O:18][CH2:19][CH3:20])=[O:17]. The catalyst is ClCCl. The product is [CH2:19]([O:18][C:16](=[O:17])/[C:21](/[CH3:22])=[CH:1]/[C:3]1[CH:8]=[CH:7][C:6]([NH:9][C:10](=[O:12])[CH3:11])=[C:5]([N+:13]([O-:15])=[O:14])[CH:4]=1)[CH3:20]. The yield is 0.980. (5) The reactants are [CH2:1]([C:5]1[N:6]=[C:7]([CH2:27][OH:28])[NH:8][C:9](=[O:26])[C:10]=1[CH2:11][C:12]1[CH:17]=[CH:16][C:15]([C:18]2[C:19]([C:24]#[N:25])=[CH:20][CH:21]=[CH:22][CH:23]=2)=[CH:14][CH:13]=1)[CH2:2][CH2:3][CH3:4].[CH2:29](Br)[C:30]1[CH:35]=[CH:34][CH:33]=[CH:32][CH:31]=1.C(=O)([O-])[O-].[Cs+].[Cs+]. The catalyst is CN(C)C(=O)C.C(OCC)(=O)C. The product is [CH2:29]([N:8]1[C:9](=[O:26])[C:10]([CH2:11][C:12]2[CH:17]=[CH:16][C:15]([C:18]3[C:19]([C:24]#[N:25])=[CH:20][CH:21]=[CH:22][CH:23]=3)=[CH:14][CH:13]=2)=[C:5]([CH2:1][CH2:2][CH2:3][CH3:4])[N:6]=[C:7]1[CH2:27][OH:28])[C:30]1[CH:35]=[CH:34][CH:33]=[CH:32][CH:31]=1. The yield is 0.490.